This data is from Full USPTO retrosynthesis dataset with 1.9M reactions from patents (1976-2016). The task is: Predict the reactants needed to synthesize the given product. Given the product [CH:1]1([NH:7][C:8]([C:10]2[C:15]([OH:16])=[C:14]([C:76]([NH:75][CH2:74][C:40]([OH:42])=[O:41])=[O:77])[C:13](=[O:17])[N:12]([CH2:18][C:19]3[CH:20]=[CH:21][CH:22]=[CH:23][CH:24]=3)[CH:11]=2)=[O:9])[CH2:6][CH2:5][CH2:4][CH2:3][CH2:2]1, predict the reactants needed to synthesize it. The reactants are: [CH:1]1([NH:7][C:8]([C:10]2[C:15]([OH:16])=[CH:14][C:13](=[O:17])[N:12]([CH2:18][C:19]3[CH:24]=[CH:23][CH:22]=[CH:21][CH:20]=3)[CH:11]=2)=[O:9])[CH2:6][CH2:5][CH2:4][CH2:3][CH2:2]1.OC1C([C:40]([OH:42])=[O:41])=CN(CC2C=CC=CC=2)C(=O)C=1.CN(C(ON1N=NC2C=CC=NC1=2)=[N+](C)C)C.F[P-](F)(F)(F)(F)F.C1(N)CCCCC1.[CH3:74][N:75](C)[CH:76]=[O:77].